Task: Predict the reaction yield, written as a fraction of the theoretical maximum amount of product (1.0 means a 100% yield; for example, 0.34 means a 34% yield).. Dataset: Reaction yield outcomes from USPTO patents with 853,638 reactions (1) The reactants are C(N(CC)CC)C.[OH:8]/[N:9]=[C:10](\[NH2:20])/[CH2:11][C:12]1[CH:17]=[CH:16][CH:15]=[CH:14][C:13]=1[O:18][CH3:19].[Cl:21][C:22]1[CH:27]=[CH:26][CH:25]=[CH:24][C:23]=1[C:28]1[C:32]([C:33](Cl)=[O:34])=[C:31]([CH:36]([CH3:38])[CH3:37])[O:30][N:29]=1. The catalyst is C1COCC1. The product is [Cl:21][C:22]1[CH:27]=[CH:26][CH:25]=[CH:24][C:23]=1[C:28]1[C:32]([C:33]([O:8]/[N:9]=[C:10](\[NH2:20])/[CH2:11][C:12]2[CH:17]=[CH:16][CH:15]=[CH:14][C:13]=2[O:18][CH3:19])=[O:34])=[C:31]([CH:36]([CH3:38])[CH3:37])[O:30][N:29]=1. The yield is 0.668. (2) The reactants are C(O[BH-](OC(=O)C)OC(=O)C)(=O)C.[Na+].[CH2:15]([O:17][C:18](=[O:32])[C:19]1[CH:24]=[C:23]([C:25]([F:28])([F:27])[F:26])[C:22]([CH:29]=O)=[CH:21][C:20]=1[NH2:31])[CH3:16].[C:33]([O:37][C:38](=[O:45])[NH:39][C@H:40]1[CH2:44][CH2:43][NH:42][CH2:41]1)([CH3:36])([CH3:35])[CH3:34].C(=O)(O)[O-].[Na+]. The catalyst is C1COCC1.C(OCC)(=O)C. The product is [CH2:15]([O:17][C:18](=[O:32])[C:19]1[CH:24]=[C:23]([C:25]([F:28])([F:27])[F:26])[C:22]([CH2:29][N:42]2[CH2:43][CH2:44][C@H:40]([NH:39][C:38]([O:37][C:33]([CH3:36])([CH3:35])[CH3:34])=[O:45])[CH2:41]2)=[CH:21][C:20]=1[NH2:31])[CH3:16]. The yield is 0.990. (3) The product is [CH3:7][O:8][C:9]1[CH:10]=[N:15][C:16]2[N:20]([N:19]=[CH:18][C:17]=2[C:21]([OH:23])=[O:22])[CH:12]=1. The yield is 0.180. The reactants are C(Cl)(=O)C(Cl)=O.[CH3:7][O:8][CH:9]([CH2:12]O)[CH2:10]O.Cl.[NH2:15][C:16]1[NH:20][N:19]=[CH:18][C:17]=1[C:21]([OH:23])=[O:22]. The catalyst is ClCCl.C(N(CC)CC)C.CS(C)=O.